This data is from Reaction yield outcomes from USPTO patents with 853,638 reactions. The task is: Predict the reaction yield, written as a fraction of the theoretical maximum amount of product (1.0 means a 100% yield; for example, 0.34 means a 34% yield). (1) The reactants are Cl[C:2]1[CH:7]=[C:6]([NH2:8])[CH:5]=[C:4]([C:9]2[CH:14]=[C:13]([Cl:15])[CH:12]=[CH:11][C:10]=2[O:16][CH3:17])[N:3]=1.[CH3:18][C:19]1[CH:20]=[CH:21][C:22]([NH2:25])=[CH:23][CH:24]=1. The catalyst is Cl. The product is [Cl:15][C:13]1[CH:12]=[CH:11][C:10]([O:16][CH3:17])=[C:9]([C:4]2[N:3]=[C:2]([NH:25][C:22]3[CH:23]=[CH:24][C:19]([CH3:18])=[CH:20][CH:21]=3)[CH:7]=[C:6]([NH2:8])[CH:5]=2)[CH:14]=1. The yield is 0.790. (2) The reactants are [Br:1][C:2]1[C:3]([CH2:15]Br)=[C:4]([NH:8][C:9](=O)[C:10]([F:13])([F:12])[F:11])[CH:5]=[CH:6][CH:7]=1.C1(P(C2C=CC=CC=2)C2C=CC=CC=2)C=CC=CC=1. The catalyst is C1(C)C=CC=CC=1. The product is [Br:1][C:2]1[CH:7]=[CH:6][CH:5]=[C:4]2[C:3]=1[CH:15]=[C:9]([C:10]([F:13])([F:12])[F:11])[NH:8]2. The yield is 0.840. (3) The reactants are [O:1]([CH2:8][C@@H:9]1[CH2:11][O:10]1)[C:2]1[CH:7]=[CH:6][CH:5]=[CH:4][CH:3]=1.[CH2:12]([NH:19][CH2:20][C:21]1[CH:26]=[CH:25][CH:24]=[CH:23][CH:22]=1)[C:13]1[CH:18]=[CH:17][CH:16]=[CH:15][CH:14]=1. The catalyst is CO. The product is [CH2:20]([N:19]([CH2:12][C:13]1[CH:18]=[CH:17][CH:16]=[CH:15][CH:14]=1)[CH2:11][C@H:9]([OH:10])[CH2:8][O:1][C:2]1[CH:7]=[CH:6][CH:5]=[CH:4][CH:3]=1)[C:21]1[CH:26]=[CH:25][CH:24]=[CH:23][CH:22]=1. The yield is 0.880. (4) The product is [NH2:1][C:4]1[CH:9]=[CH:8][C:7]([C:10]2[C:18]3[C:13](=[N:14][CH:15]=[N:16][C:17]=3[NH2:19])[S:12][N:11]=2)=[CH:6][CH:5]=1. The reactants are [N+:1]([C:4]1[CH:9]=[CH:8][C:7]([C:10]2[C:18]3[C:13](=[N:14][CH:15]=[N:16][C:17]=3[NH2:19])[S:12][N:11]=2)=[CH:6][CH:5]=1)([O-])=O.[NH4+].[Cl-]. The catalyst is [Fe].C(O)C.O. The yield is 0.970. (5) The reactants are C([N:8]1[CH2:14][C:13]2[N:15]=[CH:16][C:17]([S:19][CH:20]([CH3:22])[CH3:21])=[N:18][C:12]=2[O:11][CH2:10][CH2:9]1)C1C=CC=CC=1.[Cl:23]C(OC(Cl)C)=O. The catalyst is C1(C)C=CC=CC=1. The product is [ClH:23].[CH3:22][CH:20]([S:19][C:17]1[CH:16]=[N:15][C:13]2[CH2:14][NH:8][CH2:9][CH2:10][O:11][C:12]=2[N:18]=1)[CH3:21]. The yield is 0.210. (6) The reactants are [CH3:1][N:2]1[C:6]([NH:7][C:8]2[CH:13]=[C:12]([NH:14][C:15]3[CH:24]=[CH:23][CH:22]=[CH:21][C:16]=3[C:17]([NH:19][CH3:20])=[O:18])[C:11]([C:25]([CH3:27])=[CH2:26])=[CH:10][N:9]=2)=[CH:5][C:4]([CH3:28])=[N:3]1.N#N. The catalyst is C(O)C.O=[Pt]=O. The product is [CH3:1][N:2]1[C:6]([NH:7][C:8]2[CH:13]=[C:12]([NH:14][C:15]3[CH:24]=[CH:23][CH:22]=[CH:21][C:16]=3[C:17]([NH:19][CH3:20])=[O:18])[C:11]([CH:25]([CH3:26])[CH3:27])=[CH:10][N:9]=2)=[CH:5][C:4]([CH3:28])=[N:3]1. The yield is 0.610. (7) The reactants are [CH3:1][CH:2]([CH:9]1[C:13]2([CH3:30])[CH:14]([OH:29])[CH2:15][CH:16]3[C:21]4([CH3:27])[CH2:22][CH2:23][CH:24]([OH:26])[CH2:25][CH:20]4[CH2:19][CH:18]([OH:28])[CH:17]3[CH:12]2[CH2:11][CH2:10]1)[CH2:3][CH2:4][C:5]([O:7][CH3:8])=[O:6].[CH3:31][S:32](Cl)(=[O:34])=[O:33].CCOC(C)=O.Cl. The catalyst is N1C=CC=CC=1. The product is [CH3:8][O:7][C:5](=[O:6])[CH2:4][CH2:3][C@H:2]([C@@H:9]1[C@:13]2([CH3:30])[C@H:12]([C@H:17]3[C@H:16]([CH2:15][C@@H:14]2[OH:29])[C@:21]2([CH3:27])[C@@H:20]([CH2:25][C@@H:24]([O:26][S:32]([CH3:31])(=[O:34])=[O:33])[CH2:23][CH2:22]2)[CH2:19][C@H:18]3[OH:28])[CH2:11][CH2:10]1)[CH3:1]. The yield is 0.830. (8) The reactants are [CH2:1]([O:3][C:4]1[CH:17]=[CH:16][C:7]2[N:8]=[C:9]([S:11][CH2:12][C:13]([OH:15])=O)[S:10][C:6]=2[CH:5]=1)[CH3:2].[CH2:18]([NH2:21])[CH2:19][CH3:20].C1C=CC2N(O)N=NC=2C=1.C(Cl)CCl. The catalyst is C(Cl)(Cl)Cl.CCOC(C)=O. The product is [CH2:1]([O:3][C:4]1[CH:17]=[CH:16][C:7]2[N:8]=[C:9]([S:11][CH2:12][C:13]([NH:21][CH2:18][CH2:19][CH3:20])=[O:15])[S:10][C:6]=2[CH:5]=1)[CH3:2]. The yield is 0.360. (9) The reactants are [NH2:1][C:2]1[N:3]=[C:4]([CH3:19])[C:5]2[CH:11]=[C:10](Br)[C:9](=[O:13])[N:8]([CH:14]3[CH2:18][CH2:17][O:16][CH2:15]3)[C:6]=2[N:7]=1.C([Sn]([C:33]1[S:34][CH:35]=[CH:36][N:37]=1)(CCCC)CCCC)CCC.[F-].[K+]. The catalyst is C1(C)C=CC=CC=1.C1C=CC([P]([Pd]([P](C2C=CC=CC=2)(C2C=CC=CC=2)C2C=CC=CC=2)([P](C2C=CC=CC=2)(C2C=CC=CC=2)C2C=CC=CC=2)[P](C2C=CC=CC=2)(C2C=CC=CC=2)C2C=CC=CC=2)(C2C=CC=CC=2)C2C=CC=CC=2)=CC=1. The product is [NH2:1][C:2]1[N:3]=[C:4]([CH3:19])[C:5]2[CH:11]=[C:10]([C:33]3[S:34][CH:35]=[CH:36][N:37]=3)[C:9](=[O:13])[N:8]([CH:14]3[CH2:18][CH2:17][O:16][CH2:15]3)[C:6]=2[N:7]=1. The yield is 0.850. (10) The reactants are [CH2:1]([N:8]1[CH2:12][CH:11]([C:13]2[CH:18]=[CH:17][C:16]([Cl:19])=[C:15]([Cl:20])[CH:14]=2)[CH:10]([NH2:21])[CH2:9]1)[C:2]1[CH:7]=[CH:6][CH:5]=[CH:4][CH:3]=1.C(NC(C)C)(C)C.[C:29]([O:33][C:34](O[C:34]([O:33][C:29]([CH3:32])([CH3:31])[CH3:30])=[O:35])=[O:35])([CH3:32])([CH3:31])[CH3:30]. The catalyst is ClCCl.CN(C)C1C=CN=CC=1. The product is [C:29]([O:33][C:34](=[O:35])[NH:21][CH:10]1[CH:11]([C:13]2[CH:18]=[CH:17][C:16]([Cl:19])=[C:15]([Cl:20])[CH:14]=2)[CH2:12][N:8]([CH2:1][C:2]2[CH:3]=[CH:4][CH:5]=[CH:6][CH:7]=2)[CH2:9]1)([CH3:32])([CH3:31])[CH3:30]. The yield is 0.140.